Task: Predict the product of the given reaction.. Dataset: Forward reaction prediction with 1.9M reactions from USPTO patents (1976-2016) (1) Given the reactants [N+:1]([C:4]1[CH:5]=[C:6]2[C:11](=O)O[C:8](=O)[C:7]2=[CH:13][CH:14]=1)([O-:3])=[O:2].[NH2:15][C:16]([CH3:20])([CH3:19])[CH2:17][OH:18].O, predict the reaction product. The product is: [CH3:19][C:16]([N:15]1[CH2:11][C:6]2[C:7](=[CH:13][CH:14]=[C:4]([N+:1]([O-:3])=[O:2])[CH:5]=2)[CH2:8]1)([CH3:20])[CH2:17][OH:18]. (2) The product is: [Cl:42][C:41]1[CH:7]=[CH:8][CH:3]=[CH:4][C:5]=1[C@:3]1([CH2:2][N:34]2[CH2:39][CH2:38][CH2:37][CH2:36][CH2:35]2)[CH:8]=[CH:7][C:6]([CH2:9][N:10]2[CH2:11][C:12](=[C:14]([C:19]3[CH:24]=[C:23]([F:25])[CH:22]=[C:21]([F:26])[CH:20]=3)[S:15]([CH3:18])(=[O:16])=[O:17])[CH2:13]2)=[CH:5][CH2:4]1. Given the reactants Cl[CH2:2][C:3]1[CH:8]=[CH:7][C:6]([C@H:9](C2C=CC(Cl)=CC=2)[N:10]2[CH2:13][C:12](=[C:14]([C:19]3[CH:24]=[C:23]([F:25])[CH:22]=[C:21]([F:26])[CH:20]=3)[S:15]([CH3:18])(=[O:17])=[O:16])[CH2:11]2)=[CH:5][CH:4]=1.[NH:34]1[CH2:39][CH2:38][CH2:37][CH2:36][CH2:35]1.Cl[CH2:41][Cl:42], predict the reaction product. (3) The product is: [F:1][C:2]1[CH:10]=[C:9]([F:11])[CH:8]=[CH:7][C:3]=1[C:4]([NH:12][C:13]1[CH:18]=[CH:17][CH:16]=[C:15]([S:19](=[O:21])(=[O:20])[NH2:22])[CH:14]=1)=[O:5]. Given the reactants [F:1][C:2]1[CH:10]=[C:9]([F:11])[CH:8]=[CH:7][C:3]=1[C:4](Cl)=[O:5].[NH2:12][C:13]1[CH:14]=[C:15]([S:19]([NH2:22])(=[O:21])=[O:20])[CH:16]=[CH:17][CH:18]=1.N1C=CC=CC=1, predict the reaction product. (4) Given the reactants C([O:8][C:9]1[CH:10]=[C:11]([C:15]2[C:16]3[O:23][C:22]([CH:24]([O:28][CH2:29][CH3:30])[O:25][CH2:26][CH3:27])=[CH:21][C:17]=3[CH:18]=[N:19][CH:20]=2)[CH:12]=[CH:13][CH:14]=1)C1C=CC=CC=1, predict the reaction product. The product is: [CH2:29]([O:28][CH:24]([O:25][CH2:26][CH3:27])[C:22]1[O:23][C:16]2[C:15]([C:11]3[CH:10]=[C:9]([OH:8])[CH:14]=[CH:13][CH:12]=3)=[CH:20][N:19]=[CH:18][C:17]=2[CH:21]=1)[CH3:30]. (5) The product is: [CH3:24][C:20]1[N:19]=[C:18]([CH2:17][N:8]2[C:9]3[C:14](=[CH:13][CH:12]=[CH:11][CH:10]=3)[C:15](=[O:16])[C:6]([C:4]([C:27]3[CH:32]=[N:31][C:30]([C:33]([F:36])([F:35])[F:34])=[CH:29][CH:28]=3)=[O:5])=[CH:7]2)[CH:23]=[CH:22][CH:21]=1. Given the reactants CON(C)[C:4]([C:6]1[C:15](=[O:16])[C:14]2[C:9](=[CH:10][CH:11]=[CH:12][CH:13]=2)[N:8]([CH2:17][C:18]2[CH:23]=[CH:22][CH:21]=[C:20]([CH3:24])[N:19]=2)[CH:7]=1)=[O:5].I[C:27]1[CH:28]=[CH:29][C:30]([C:33]([F:36])([F:35])[F:34])=[N:31][CH:32]=1.C([Mg]Cl)(C)C, predict the reaction product. (6) The product is: [Br:1][C:2]1[CH:3]=[C:4]([C:5]2[N:7]([CH3:8])[N:17]=[N:16][N:15]=2)[CH:9]=[C:10]([N+:12]([O-:14])=[O:13])[CH:11]=1. Given the reactants [Br:1][C:2]1[CH:3]=[C:4]([CH:9]=[C:10]([N+:12]([O-:14])=[O:13])[CH:11]=1)[C:5]([NH:7][CH3:8])=O.[N-:15]=[N+:16]=[N-:17].[Na+].S(OS(C(F)(F)F)(=O)=O)(C(F)(F)F)(=O)=O.C([O-])(O)=O.[Na+], predict the reaction product.